From a dataset of Forward reaction prediction with 1.9M reactions from USPTO patents (1976-2016). Predict the product of the given reaction. (1) The product is: [C:1]([O:5][C:6]([N:8]1[CH2:9][CH:10]2[O:16][CH:14]([CH2:13][N:12]([CH2:30][CH2:29][N:28]([CH2:27][CH2:26][CH2:25][C:22]3[CH:23]=[CH:24][C:19]([C:17]#[N:18])=[CH:20][CH:21]=3)[S:36]([CH3:39])(=[O:38])=[O:37])[CH2:11]2)[CH2:15]1)=[O:7])([CH3:4])([CH3:2])[CH3:3]. Given the reactants [C:1]([O:5][C:6]([N:8]1[CH2:15][CH:14]2[O:16][CH:10]([CH2:11][NH:12][CH2:13]2)[CH2:9]1)=[O:7])([CH3:4])([CH3:3])[CH3:2].[C:17]([C:19]1[CH:24]=[CH:23][C:22]([CH2:25][CH2:26][CH2:27][N:28]([S:36]([CH3:39])(=[O:38])=[O:37])[CH2:29][CH2:30]OS(C)(=O)=O)=[CH:21][CH:20]=1)#[N:18].C([O-])([O-])=O.[K+].[K+], predict the reaction product. (2) Given the reactants [CH3:1][O:2][C:3]1[C:8]([NH:9][C:10](=[O:29])[C@@H:11]([NH:19][C:20]2([C:23]3[CH:28]=[CH:27][CH:26]=[CH:25][N:24]=3)[CH2:22][CH2:21]2)[CH2:12][C:13]2[CH:18]=[CH:17][CH:16]=[CH:15][CH:14]=2)=[CH:7][C:6](C2C=CN=CC=2)=[CH:5][N:4]=1.COC1C(N)=CC([C:45]2[N:49]([CH:50]3[CH2:55][CH2:54][CH2:53][CH2:52][O:51]3)[N:48]=[CH:47][CH:46]=2)=CN=1, predict the reaction product. The product is: [CH3:1][O:2][C:3]1[C:8]([NH:9][C:10](=[O:29])[C@@H:11]([NH:19][C:20]2([C:23]3[CH:28]=[CH:27][CH:26]=[CH:25][N:24]=3)[CH2:22][CH2:21]2)[CH2:12][C:13]2[CH:18]=[CH:17][CH:16]=[CH:15][CH:14]=2)=[CH:7][C:6]([C:45]2[N:49]([CH:50]3[CH2:55][CH2:54][CH2:53][CH2:52][O:51]3)[N:48]=[CH:47][CH:46]=2)=[CH:5][N:4]=1. (3) The product is: [C:11]([O:7][C:6](=[O:8])[C:5]1[CH:9]=[CH:10][C:2]([Br:1])=[CH:3][CH:4]=1)([CH3:14])([CH3:13])[CH3:12]. Given the reactants [Br:1][C:2]1[CH:10]=[CH:9][C:5]([C:6]([OH:8])=[O:7])=[CH:4][CH:3]=1.[C:11](Br)([CH3:14])([CH3:13])[CH3:12], predict the reaction product. (4) Given the reactants Br.Br.OC1C=C(N2CCN([C:16]3[CH:24]=[CH:23][C:19]([C:20]([OH:22])=[O:21])=[CH:18][CH:17]=3)CC2)C=CC=1.BrCCCCCC.O.[ClH:33], predict the reaction product. The product is: [ClH:33].[C:20]([OH:22])(=[O:21])[C:19]1[CH:23]=[CH:24][CH:16]=[CH:17][CH:18]=1. (5) Given the reactants [CH3:1][C:2]1[CH:3]=[C:4]2[C:9](=O)[O:8][C:6](=[O:7])[C:5]2=[CH:11][CH:12]=1.[H-].[Li+].[Al+3].[H-].[H-].[H-].[Cl-].[NH4+], predict the reaction product. The product is: [CH3:1][C:2]1[CH:12]=[CH:11][C:5]([CH2:6][OH:7])=[C:4]([CH2:9][OH:8])[CH:3]=1.